Dataset: Forward reaction prediction with 1.9M reactions from USPTO patents (1976-2016). Task: Predict the product of the given reaction. (1) Given the reactants [C:1]([O:5][C:6]([NH:8][C@@H:9]([CH2:31][N:32]([CH:38]1[CH2:40][CH2:39]1)[CH2:33][CH2:34][CH2:35][CH:36]=[CH2:37])[C:10]([N:12]1[CH2:16][C@H:15]([OH:17])[CH2:14][C@H:13]1[C:18]([NH:20][C@:21]1([C:26]([O:28][CH2:29][CH3:30])=[O:27])[CH2:23][C@H:22]1[CH:24]=[CH2:25])=[O:19])=[O:11])=[O:7])([CH3:4])([CH3:3])[CH3:2].N1C=CN=C1.[Si:46](Cl)([C:49]([CH3:52])([CH3:51])[CH3:50])([CH3:48])[CH3:47], predict the reaction product. The product is: [C:1]([O:5][C:6]([NH:8][C@@H:9]([CH2:31][N:32]([CH:38]1[CH2:40][CH2:39]1)[CH2:33][CH2:34][CH2:35][CH:36]=[CH2:37])[C:10]([N:12]1[CH2:16][C@H:15]([O:17][Si:46]([C:49]([CH3:52])([CH3:51])[CH3:50])([CH3:48])[CH3:47])[CH2:14][C@H:13]1[C:18]([NH:20][C@:21]1([C:26]([O:28][CH2:29][CH3:30])=[O:27])[CH2:23][C@H:22]1[CH:24]=[CH2:25])=[O:19])=[O:11])=[O:7])([CH3:2])([CH3:3])[CH3:4]. (2) Given the reactants [CH2:1]([C:5]1[N:10]([CH2:11][C:12]2[CH:17]=[CH:16][C:15]([C:18]3[CH:23]=[CH:22][CH:21]=[CH:20][C:19]=3[C:24]3[NH:28][C:27](=[O:29])[O:26][N:25]=3)=[CH:14][CH:13]=2)[C:9](=[O:30])[C:8]([CH:31]([OH:38])[C:32]2[CH:37]=[CH:36][CH:35]=[CH:34][CH:33]=2)=[C:7]([CH3:39])[N:6]=1)[CH2:2][CH2:3][CH3:4].CC(OI1(OC(C)=O)(OC(C)=O)OC(=O)C2C1=CC=CC=2)=O.C(OCC)(=O)C.S([O-])([O-])(=O)=S.[Na+].[Na+], predict the reaction product. The product is: [C:31]([C:8]1[C:9](=[O:30])[N:10]([CH2:11][C:12]2[CH:17]=[CH:16][C:15]([C:18]3[CH:23]=[CH:22][CH:21]=[CH:20][C:19]=3[C:24]3[NH:28][C:27](=[O:29])[O:26][N:25]=3)=[CH:14][CH:13]=2)[C:5]([CH2:1][CH2:2][CH2:3][CH3:4])=[N:6][C:7]=1[CH3:39])(=[O:38])[C:32]1[CH:37]=[CH:36][CH:35]=[CH:34][CH:33]=1. (3) Given the reactants [C:1]1([C:7]2[CH:11]=[C:10]([C:12]([NH:14][CH2:15][CH2:16][C:17]([OH:19])=O)=[O:13])[O:9][N:8]=2)[CH:6]=[CH:5][CH:4]=[CH:3][CH:2]=1.Cl.[NH:21]1[CH2:24][CH2:23][CH2:22]1.CCN(C(C)C)C(C)C, predict the reaction product. The product is: [N:21]1([C:17](=[O:19])[CH2:16][CH2:15][NH:14][C:12]([C:10]2[O:9][N:8]=[C:7]([C:1]3[CH:2]=[CH:3][CH:4]=[CH:5][CH:6]=3)[CH:11]=2)=[O:13])[CH2:24][CH2:23][CH2:22]1.